This data is from Forward reaction prediction with 1.9M reactions from USPTO patents (1976-2016). The task is: Predict the product of the given reaction. (1) Given the reactants [CH3:1][O:2][C:3](=[O:26])[CH2:4][C:5]1[C:14]([CH3:15])=[C:13](B2OC(C)(C)C(C)(C)O2)[C:12]2[C:7](=[CH:8][CH:9]=[C:10]([F:25])[CH:11]=2)[CH:6]=1.Br[C:28]1[CH:33]=[CH:32][C:31]([S:34][C:35]2[CH:40]=[C:39]([Cl:41])[CH:38]=[CH:37][C:36]=2[Cl:42])=[CH:30][CH:29]=1.C(=O)(O)[O-].[Na+].O, predict the reaction product. The product is: [CH3:1][O:2][C:3](=[O:26])[CH2:4][C:5]1[C:14]([CH3:15])=[C:13]([C:28]2[CH:29]=[CH:30][C:31]([S:34][C:35]3[CH:40]=[C:39]([Cl:41])[CH:38]=[CH:37][C:36]=3[Cl:42])=[CH:32][CH:33]=2)[C:12]2[C:7](=[CH:8][CH:9]=[C:10]([F:25])[CH:11]=2)[CH:6]=1. (2) Given the reactants Cl[C:2]1[N:7]=[CH:6][C:5]([CH:8]2[CH2:11][N:10]([C:12]([O:14][C:15]([CH3:18])([CH3:17])[CH3:16])=[O:13])[CH2:9]2)=[CH:4][CH:3]=1.[C:19](=[NH:32])([C:26]1[CH:31]=[CH:30][CH:29]=[CH:28][CH:27]=1)[C:20]1[CH:25]=[CH:24][CH:23]=[CH:22][CH:21]=1.CC(C)([O-])C.[Na+].C1(P(C2C=CC=CC=2)C2C=CC3C(=CC=CC=3)C=2C2C3C(=CC=CC=3)C=CC=2P(C2C=CC=CC=2)C2C=CC=CC=2)C=CC=CC=1, predict the reaction product. The product is: [C:20]1([C:19](=[N:32][C:2]2[N:7]=[CH:6][C:5]([CH:8]3[CH2:11][N:10]([C:12]([O:14][C:15]([CH3:18])([CH3:17])[CH3:16])=[O:13])[CH2:9]3)=[CH:4][CH:3]=2)[C:26]2[CH:27]=[CH:28][CH:29]=[CH:30][CH:31]=2)[CH:25]=[CH:24][CH:23]=[CH:22][CH:21]=1. (3) Given the reactants [CH3:1][CH:2]1[CH2:7][CH:6]([CH3:8])[CH2:5][N:4]([S:9]([C:12]2[CH:25]=[CH:24][C:23]3[N:22]([CH3:26])[C:21]4[C:16](=[CH:17][C:18]([S:27]([N:30]5[CH2:35][CH:34]([CH3:36])[CH2:33][CH:32]([CH3:37])[CH2:31]5)(=[O:29])=[O:28])=[CH:19][CH:20]=4)[C:15](=S)[C:14]=3[CH:13]=2)(=[O:11])=[O:10])[CH2:3]1.Cl.[NH2:40][OH:41], predict the reaction product. The product is: [CH3:37][CH:32]1[CH2:33][CH:34]([CH3:36])[CH2:35][N:30]([S:27]([C:18]2[CH:19]=[CH:20][C:21]3[N:22]([CH3:26])[C:23]4[C:14](=[CH:13][C:12]([S:9]([N:4]5[CH2:5][CH:6]([CH3:8])[CH2:7][CH:2]([CH3:1])[CH2:3]5)(=[O:11])=[O:10])=[CH:25][CH:24]=4)[C:15](=[N:40][OH:41])[C:16]=3[CH:17]=2)(=[O:28])=[O:29])[CH2:31]1. (4) Given the reactants Cl[C:2]1[CH:7]=[CH:6][N:5]2[N:8]=[CH:9][C:10]([C:11]([O:13][CH2:14][CH3:15])=[O:12])=[C:4]2[N:3]=1.[F:16][C:17]([F:28])([F:27])[C:18]1[CH:23]=[CH:22][CH:21]=[CH:20][C:19]=1B(O)O.C([O-])([O-])=O.[Cs+].[Cs+].CCOC(C)=O, predict the reaction product. The product is: [F:16][C:17]([F:28])([F:27])[C:18]1[CH:23]=[CH:22][CH:21]=[CH:20][C:19]=1[C:2]1[CH:7]=[CH:6][N:5]2[N:8]=[CH:9][C:10]([C:11]([O:13][CH2:14][CH3:15])=[O:12])=[C:4]2[N:3]=1. (5) Given the reactants [C:1]([O:5][C:6]([C:8]1[C:9]([C:14]2[CH:19]=[CH:18][C:17]([CH2:20][N:21]3[C:25]([CH2:26][NH2:27])=[C:24]([CH2:28][CH3:29])[N:23]=[C:22]3[O:30][CH2:31][CH3:32])=[C:16]([F:33])[CH:15]=2)=[CH:10][CH:11]=[CH:12][CH:13]=1)=[O:7])([CH3:4])([CH3:3])[CH3:2].[C:34]([S:37][C@@H:38]([CH2:42][CH:43]([CH3:45])[CH3:44])[C:39](O)=[O:40])(=[O:36])[CH3:35].CN1CCOCC1.CN(C=O)C.C(Cl)CCl, predict the reaction product. The product is: [C:1]([O:5][C:6]([C:8]1[C:9]([C:14]2[CH:19]=[CH:18][C:17]([CH2:20][N:21]3[C:25]([CH2:26][NH:27][C:39](=[O:40])[C@@H:38]([S:37][C:34](=[O:36])[CH3:35])[CH2:42][CH:43]([CH3:45])[CH3:44])=[C:24]([CH2:28][CH3:29])[N:23]=[C:22]3[O:30][CH2:31][CH3:32])=[C:16]([F:33])[CH:15]=2)=[CH:10][CH:11]=[CH:12][CH:13]=1)=[O:7])([CH3:3])([CH3:2])[CH3:4]. (6) Given the reactants [F:1][C:2]1[CH:7]=[C:6](B2OC(C)(C)C(C)(C)O2)[CH:5]=[CH:4][C:3]=1[C:17]1[N:18]=[CH:19][C:20]([NH2:23])=[N:21][CH:22]=1.Br[C:25]1[CH:30]=[CH:29][CH:28]=[CH:27][C:26]=1[S:31]([NH:34][CH2:35][CH2:36][CH2:37][OH:38])(=[O:33])=[O:32], predict the reaction product. The product is: [NH2:23][C:20]1[N:21]=[CH:22][C:17]([C:3]2[CH:4]=[CH:5][C:6]([C:25]3[C:26]([S:31]([NH:34][CH2:35][CH2:36][CH2:37][OH:38])(=[O:33])=[O:32])=[CH:27][CH:28]=[CH:29][CH:30]=3)=[CH:7][C:2]=2[F:1])=[N:18][CH:19]=1. (7) Given the reactants [C:1]([OH:11])(=O)/[CH:2]=[CH:3]/[CH2:4][CH2:5][CH2:6][CH2:7][CH2:8][CH3:9].[CH3:12][C:13]1([CH2:18][NH2:19])[CH2:17][CH2:16][O:15][CH2:14]1.O1CCCC1.Cl.C(N=C=NCCCN(C)C)C, predict the reaction product. The product is: [CH3:12][C:13]1([CH2:18][NH:19][C:1](=[O:11])/[CH:2]=[CH:3]/[CH2:4][CH2:5][CH2:6][CH2:7][CH2:8][CH3:9])[CH2:17][CH2:16][O:15][CH2:14]1. (8) Given the reactants [Cl:1][C:2]1[CH:3]=[C:4]([NH:10][C:11]2[N:16]=[C:15](Cl)[CH:14]=[C:13]([C:18]3[CH:23]=[CH:22][CH:21]=[CH:20][CH:19]=3)[N:12]=2)[CH:5]=[CH:6][C:7]=1[O:8][CH3:9].[CH2:24]([N:26]1[CH2:31][CH2:30][NH:29][CH2:28][CH2:27]1)[CH3:25], predict the reaction product. The product is: [Cl:1][C:2]1[CH:3]=[C:4]([NH:10][C:11]2[N:16]=[C:15]([N:29]3[CH2:30][CH2:31][N:26]([CH2:24][CH3:25])[CH2:27][CH2:28]3)[CH:14]=[C:13]([C:18]3[CH:23]=[CH:22][CH:21]=[CH:20][CH:19]=3)[N:12]=2)[CH:5]=[CH:6][C:7]=1[O:8][CH3:9]. (9) Given the reactants [C:1](Cl)(=[O:3])[CH3:2].[CH2:5]([NH:7][CH2:8][CH2:9][CH2:10][O:11][C:12]1[CH:17]=[CH:16][C:15]([C:18]2[N:23]=[C:22]([C:24]#[N:25])[C:21]3[N:26]=[CH:27][NH:28][C:20]=3[CH:19]=2)=[CH:14][C:13]=1[C:29]([F:32])([F:31])[F:30])[CH3:6].[CH:33](N(C(C)C)CC)(C)C, predict the reaction product. The product is: [C:1]([N:7]([CH2:8][CH2:9][CH2:10][O:11][C:12]1[CH:17]=[CH:16][C:15]([C:18]2[N:23]=[C:22]([C:24]#[N:25])[C:21]3[N:26]=[CH:27][N:28]([CH3:33])[C:20]=3[CH:19]=2)=[CH:14][C:13]=1[C:29]([F:32])([F:30])[F:31])[CH2:5][CH3:6])(=[O:3])[CH3:2].